From a dataset of Forward reaction prediction with 1.9M reactions from USPTO patents (1976-2016). Predict the product of the given reaction. (1) Given the reactants [NH2:1][CH2:2][C:3]1[CH:4]=[C:5]([CH:15]=[CH:16][CH:17]=1)[CH2:6][NH:7][C:8](=[O:14])[O:9][C:10]([CH3:13])([CH3:12])[CH3:11].[F:18][C:19]1[CH:33]=[CH:32][C:22]([O:23][C:24]2[CH:31]=[CH:30][C:27]([CH:28]=O)=[CH:26][CH:25]=2)=[CH:21][CH:20]=1.[Na], predict the reaction product. The product is: [F:18][C:19]1[CH:33]=[CH:32][C:22]([O:23][C:24]2[CH:31]=[CH:30][C:27]([CH2:28][NH:1][CH2:2][C:3]3[CH:4]=[C:5]([CH:15]=[CH:16][CH:17]=3)[CH2:6][NH:7][C:8](=[O:14])[O:9][C:10]([CH3:12])([CH3:13])[CH3:11])=[CH:26][CH:25]=2)=[CH:21][CH:20]=1. (2) Given the reactants [CH2:1]([NH2:7])[C:2]1[O:6][CH:5]=[CH:4][CH:3]=1.[C:8]1(=O)[O:13][C:11](=[O:12])[C:10]2=[CH:14][CH:15]=[CH:16][CH:17]=[C:9]12, predict the reaction product. The product is: [O:6]1[CH:5]=[CH:4][CH:3]=[C:2]1[CH2:1][N:7]1[C:11](=[O:12])[C:10]2[C:9](=[CH:17][CH:16]=[CH:15][CH:14]=2)[C:8]1=[O:13]. (3) Given the reactants [C:1]([C:3]1[CH:8]=[CH:7][C:6]([CH2:9][OH:10])=[CH:5][CH:4]=1)#[CH:2].C(N(CC)CC)C.[CH3:18][S:19](Cl)(=[O:21])=[O:20], predict the reaction product. The product is: [C:1]([C:3]1[CH:8]=[CH:7][C:6]([CH2:9][O:10][S:19]([CH3:18])(=[O:21])=[O:20])=[CH:5][CH:4]=1)#[CH:2]. (4) Given the reactants [Si]([O:8][CH2:9][C:10]1[CH:11]=[C:12]([CH2:25][C:26]2([C:31]#[N:32])[CH2:30][CH2:29][CH2:28][CH2:27]2)[C:13]([C:16]2[CH:21]=[C:20]([O:22][CH3:23])[CH:19]=[CH:18][C:17]=2[F:24])=[N:14][CH:15]=1)(C(C)(C)C)(C)C.[F-].C([N+](CCCC)(CCCC)CCCC)CCC.[Cl-].[NH4+], predict the reaction product. The product is: [F:24][C:17]1[CH:18]=[CH:19][C:20]([O:22][CH3:23])=[CH:21][C:16]=1[C:13]1[C:12]([CH2:25][C:26]2([C:31]#[N:32])[CH2:30][CH2:29][CH2:28][CH2:27]2)=[CH:11][C:10]([CH2:9][OH:8])=[CH:15][N:14]=1. (5) Given the reactants [C:1]([C:3]([C:11]1[S:12][CH:13]=[CH:14][CH:15]=1)([CH:8]([CH3:10])[CH3:9])[CH2:4][CH2:5][CH2:6]I)#[N:2].[Cl:16][C:17]1[CH:18]=[C:19]([O:23][CH2:24][CH2:25][N:26]2[CH2:31][CH2:30][NH:29][CH2:28][CH2:27]2)[CH:20]=[N:21][CH:22]=1, predict the reaction product. The product is: [C:1]([C:3]([C:11]1[S:12][CH:13]=[CH:14][CH:15]=1)([CH:8]([CH3:10])[CH3:9])[CH2:4][CH2:5][CH2:6][N:29]1[CH2:30][CH2:31][N:26]([CH2:25][CH2:24][O:23][C:19]2[CH:20]=[N:21][CH:22]=[C:17]([Cl:16])[CH:18]=2)[CH2:27][CH2:28]1)#[N:2]. (6) Given the reactants [CH2:1]([C@H:8]1[CH2:12][O:11][C:10](=[O:13])[NH:9]1)[C:2]1[CH:7]=[CH:6][CH:5]=[CH:4][CH:3]=1.C([Li])CCC.[O:19]1[CH2:24][CH2:23][CH2:22][CH2:21][CH:20]1[C:25](Cl)=[O:26].[NH4+].[Cl-], predict the reaction product. The product is: [CH2:1]([C@H:8]1[CH2:12][O:11][C:10](=[O:13])[N:9]1[C:25]([C@@H:20]1[CH2:21][CH2:22][CH2:23][CH2:24][O:19]1)=[O:26])[C:2]1[CH:3]=[CH:4][CH:5]=[CH:6][CH:7]=1.[CH2:1]([C@H:8]1[CH2:12][O:11][C:10](=[O:13])[N:9]1[C:25]([C@H:20]1[CH2:21][CH2:22][CH2:23][CH2:24][O:19]1)=[O:26])[C:2]1[CH:3]=[CH:4][CH:5]=[CH:6][CH:7]=1. (7) Given the reactants [N:1]1([C:6]2[CH:24]=[CH:23][C:9]([O:10][CH2:11][C:12]3[N:13]=[C:14]([CH:17]4[CH2:22][CH2:21][NH:20][CH2:19][CH2:18]4)[S:15][CH:16]=3)=[CH:8][CH:7]=2)[CH:5]=[N:4][N:3]=[N:2]1.C(=O)([O-])[O-].[K+].[K+].[N:31]#[C:32]Br, predict the reaction product. The product is: [N:1]1([C:6]2[CH:7]=[CH:8][C:9]([O:10][CH2:11][C:12]3[N:13]=[C:14]([CH:17]4[CH2:18][CH2:19][N:20]([C:32]#[N:31])[CH2:21][CH2:22]4)[S:15][CH:16]=3)=[CH:23][CH:24]=2)[CH:5]=[N:4][N:3]=[N:2]1. (8) Given the reactants C[C:2]1([C:9](O)=O)[CH:7]=[C:6]([CH3:8])[CH:5]=[CH:4][NH:3]1.C(Cl)(=O)[C:13](Cl)=[O:14].C[O:19][C:20](=[O:46])[C@H:21]([CH2:38][C:39]1[CH:44]=[CH:43][C:42]([NH2:45])=[CH:41][CH:40]=1)[NH:22][C:23]([C:25]1([CH2:30][CH2:31][CH2:32][CH2:33][S:34]([CH3:37])(=[O:36])=[O:35])[CH2:29][CH2:28][CH2:27][CH2:26]1)=[O:24].CCN(C(C)C)C(C)C, predict the reaction product. The product is: [CH3:9][C:2]1[C:7]([C:13]([NH:45][C:42]2[CH:41]=[CH:40][C:39]([CH2:38][C@@H:21]([C:20]([OH:19])=[O:46])[NH:22][C:23]([C:25]3([CH2:30][CH2:31][CH2:32][CH2:33][S:34]([CH3:37])(=[O:35])=[O:36])[CH2:26][CH2:27][CH2:28][CH2:29]3)=[O:24])=[CH:44][CH:43]=2)=[O:14])=[C:6]([CH3:8])[CH:5]=[CH:4][N:3]=1. (9) The product is: [Br:1][C:2]1[CH:10]=[CH:9][C:5]([C:6]([NH:17][CH:14]([CH2:15][CH3:16])[CH2:12][CH3:13])=[O:8])=[CH:4][C:3]=1[F:11]. Given the reactants [Br:1][C:2]1[CH:10]=[CH:9][C:5]([C:6]([OH:8])=O)=[CH:4][C:3]=1[F:11].[CH2:12]([CH:14]([NH2:17])[CH2:15][CH3:16])[CH3:13], predict the reaction product.